From a dataset of NCI-60 drug combinations with 297,098 pairs across 59 cell lines. Regression. Given two drug SMILES strings and cell line genomic features, predict the synergy score measuring deviation from expected non-interaction effect. Drug 2: CC=C1C(=O)NC(C(=O)OC2CC(=O)NC(C(=O)NC(CSSCCC=C2)C(=O)N1)C(C)C)C(C)C. Drug 1: C1=C(C(=O)NC(=O)N1)F. Synergy scores: CSS=75.0, Synergy_ZIP=-1.79, Synergy_Bliss=-4.10, Synergy_Loewe=-3.93, Synergy_HSA=-1.25. Cell line: OVCAR-5.